From a dataset of Experimentally validated miRNA-target interactions with 360,000+ pairs, plus equal number of negative samples. Binary Classification. Given a miRNA mature sequence and a target amino acid sequence, predict their likelihood of interaction. (1) The miRNA is hsa-miR-26b-5p with sequence UUCAAGUAAUUCAGGAUAGGU. The protein sequence of the target gene is MTSSCCVTNNLQASLKSCPRPASVCSSGVNCRPELCLGYVCQPMACLPSVCLPTTFRPASCLSKTYLSSSCQAASGISGSMGPGSWYSEGAFNGNEKETMQFLNDRLASYLTRVRQLEQENAELESRIQEASHSQVLTMTPDYQSHFRTIEELQQKILCTKAENARMVVNIDNAKLAADDFRAKYEAELAMRQLVEADINGLRRILDDLTLCKADLEAQVESLKEELMCLKKNHEEEVGSLRCQLGDRLNIEVDAAPPVDLTRVLEEMRCQYEAMVEANRRDVEEWFNMQMEELNQQVAT.... Result: 1 (interaction). (2) The miRNA is rno-miR-151-5p with sequence UCGAGGAGCUCACAGUCUAGU. The protein sequence of the target gene is MESPEEPGASMDENYFVNYTFKDRSHSGRVAQGIMKLCLEEELFADVTISVEGREFQLHRLVLSAQSCFFRSMFTSNLKEAHNRVIVLQDVSESVFQLLVDYIYHGTVKLRAEELQEIYEVSDMYQLTSLFEECSRFLARTVQVGNCLQVMWLADRHSDPELYTAAKHCAKTHLAQLQNTEEFLHLPHRLLTDIISDGVPCSQNPTEAIEAWINFNKEEREAFAESLRTSLKEIGENVHIYLIGKESSRTHSLAVSLHCAEDDSISVSGQNSLCHQITAACKHGGDLYVVGGSIPRRMWK.... Result: 0 (no interaction).